From a dataset of Catalyst prediction with 721,799 reactions and 888 catalyst types from USPTO. Predict which catalyst facilitates the given reaction. (1) Reactant: C(OC(=O)[NH:7][C:8]1[S:9][C:10]([CH2:13][CH2:14][NH:15][C:16]2[C:17]3[S:24][CH:23]=[CH:22][C:18]=3[N:19]=[CH:20][N:21]=2)=[CH:11][N:12]=1)(C)(C)C.Cl. Product: [NH2:7][C:8]1[S:9][C:10]([CH2:13][CH2:14][NH:15][C:16]2[C:17]3[S:24][CH:23]=[CH:22][C:18]=3[N:19]=[CH:20][N:21]=2)=[CH:11][N:12]=1. The catalyst class is: 12. (2) Reactant: [NH2:1][C:2]([C:4]1[CH:9]=[CH:8][C:7]([NH:10][CH:11]2[CH2:16][CH2:15][N:14]([C:17]([O:19][C:20]([CH3:23])([CH3:22])[CH3:21])=[O:18])[CH2:13][CH2:12]2)=[CH:6][C:5]=1[F:24])=[O:3].[Cl:25]N1C(=O)CCC1=O. Product: [NH2:1][C:2]([C:4]1[C:5]([F:24])=[CH:6][C:7]([NH:10][CH:11]2[CH2:16][CH2:15][N:14]([C:17]([O:19][C:20]([CH3:21])([CH3:23])[CH3:22])=[O:18])[CH2:13][CH2:12]2)=[C:8]([Cl:25])[CH:9]=1)=[O:3].[NH2:1][C:2]([C:4]1[CH:9]=[CH:8][C:7]([NH:10][CH:11]2[CH2:16][CH2:15][N:14]([C:17]([O:19][C:20]([CH3:21])([CH3:23])[CH3:22])=[O:18])[CH2:13][CH2:12]2)=[C:6]([Cl:25])[C:5]=1[F:24])=[O:3]. The catalyst class is: 32. (3) Product: [C:15]([O:19][C:20](=[O:47])[NH:21][C@H:22]([C@@H:56]1[CH:52]=[CH:53][C:48](=[O:51])[O:50]1)[CH2:23][C:24]1[CH:25]=[CH:26][CH:27]=[C:28]([O:14][CH2:10][C:11]2[CH:12]=[CH:13][CH:3]=[CH:1][CH:2]=2)[CH:29]=1)([CH3:16])([CH3:17])[CH3:18]. Reactant: [CH:1]([N-]C(C)C)([CH3:3])[CH3:2].[Li+].O1[CH2:13][CH:12]=[CH:11][C:10]1=[O:14].[C:15]([O:19][C:20](=[O:47])[NH:21][CH:22](S(C1C=CC=CC=1)(=O)=O)[CH2:23][C:24]1[CH:29]=[CH:28][C:27](OCC2C=CC=CC=2)=[CH:26][CH:25]=1)([CH3:18])([CH3:17])[CH3:16].[C:48](=[O:51])([OH:50])[O-].[CH2:52]1[CH2:56]OC[CH2:53]1. The catalyst class is: 25. (4) Reactant: [Cl:1][C:2]1[CH:3]=[C:4]([S:9]([N:12]([CH2:28][C:29]([O:31]C)=[O:30])[C:13]2[CH:14]=[CH:15][C:16]3[N:17]([CH2:26][CH3:27])[C:18]4[C:23]([C:24]=3[CH:25]=2)=[CH:22][CH:21]=[CH:20][CH:19]=4)(=[O:11])=[O:10])[CH:5]=[C:6]([Cl:8])[CH:7]=1.[OH-].[Na+]. Product: [Cl:1][C:2]1[CH:3]=[C:4]([S:9]([N:12]([CH2:28][C:29]([OH:31])=[O:30])[C:13]2[CH:14]=[CH:15][C:16]3[N:17]([CH2:26][CH3:27])[C:18]4[C:23]([C:24]=3[CH:25]=2)=[CH:22][CH:21]=[CH:20][CH:19]=4)(=[O:10])=[O:11])[CH:5]=[C:6]([Cl:8])[CH:7]=1. The catalyst class is: 7. (5) Reactant: [Br:1][C:2]1[CH:7]=[CH:6][C:5]([S:8](Cl)(=[O:10])=[O:9])=[CH:4][C:3]=1[F:12].[CH:13]([NH2:16])([CH3:15])[CH3:14]. Product: [Br:1][C:2]1[CH:7]=[CH:6][C:5]([S:8]([NH:16][CH:13]([CH3:15])[CH3:14])(=[O:10])=[O:9])=[CH:4][C:3]=1[F:12]. The catalyst class is: 4. (6) Reactant: [OH:1][C:2]1[CH:3]=[C:4]([CH:9]=[C:10]([O:12][CH2:13][C:14]2[CH:19]=[CH:18][CH:17]=[CH:16][CH:15]=2)[CH:11]=1)[C:5]([O:7][CH3:8])=[O:6].Br[CH:21]1[CH2:25][CH2:24][N:23]([CH3:26])[C:22]1=[O:27].C(=O)([O-])[O-].[K+].[K+]. Product: [CH3:26][N:23]1[CH2:24][CH2:25][C@H:21]([O:1][C:2]2[CH:3]=[C:4]([CH:9]=[C:10]([O:12][CH2:13][C:14]3[CH:19]=[CH:18][CH:17]=[CH:16][CH:15]=3)[CH:11]=2)[C:5]([O:7][CH3:8])=[O:6])[C:22]1=[O:27]. The catalyst class is: 3. (7) Reactant: C[Al](C)C.[CH3:5][O:6][CH2:7][CH2:8][NH2:9].C[O:11][C:12](=O)[C:13]1[CH:18]=[CH:17][C:16]([O:19][CH2:20][C:21]2[C:22]([C:28]3[CH:33]=[CH:32][C:31]([F:34])=[C:30]([F:35])[CH:29]=3)=[N:23][O:24][C:25]=2[CH2:26][OH:27])=[N:15][CH:14]=1. Product: [F:35][C:30]1[CH:29]=[C:28]([C:22]2[C:21]([CH2:20][O:19][C:16]3[CH:17]=[CH:18][C:13]([C:12]([NH:9][CH2:8][CH2:7][O:6][CH3:5])=[O:11])=[CH:14][N:15]=3)=[C:25]([CH2:26][OH:27])[O:24][N:23]=2)[CH:33]=[CH:32][C:31]=1[F:34]. The catalyst class is: 12.